Dataset: HIV replication inhibition screening data with 41,000+ compounds from the AIDS Antiviral Screen. Task: Binary Classification. Given a drug SMILES string, predict its activity (active/inactive) in a high-throughput screening assay against a specified biological target. (1) The molecule is [O-][n+]1c(CCl)nc2ccccc2c1-c1ccccc1F. The result is 0 (inactive). (2) The drug is O=C(O)c1nc(-c2ccc(Cl)c(Cl)c2)nc2ccc(Cl)cc12.[NaH]. The result is 0 (inactive).